Dataset: Full USPTO retrosynthesis dataset with 1.9M reactions from patents (1976-2016). Task: Predict the reactants needed to synthesize the given product. (1) Given the product [CH3:22][NH:23][CH2:24][C:16]1[S:15][C:14]([NH:17][C:18](=[O:20])[CH3:19])=[N:13][C:12]=1/[CH:11]=[CH:10]\[C:7]1[CH:8]=[CH:9][C:4]([N+:1]([O-:3])=[O:2])=[CH:5][CH:6]=1, predict the reactants needed to synthesize it. The reactants are: [N+:1]([C:4]1[CH:9]=[CH:8][C:7](/[CH:10]=[CH:11]\[C:12]2[N:13]=[C:14]([NH:17][C:18](=[O:20])[CH3:19])[S:15][CH:16]=2)=[CH:6][CH:5]=1)([O-:3])=[O:2].Cl.[CH3:22][NH2:23].[CH2:24]=O. (2) Given the product [F:37][C:9]([F:8])([F:36])[C:10]1[CH:11]=[C:12]([CH:33]=[CH:34][CH:35]=1)[CH2:13][C:14]1[S:15][C:16]2[CH:22]=[CH:21][CH:20]=[C:19]([C:23]3[CH:28]=[C:27]([C:29]([OH:31])=[O:30])[CH:26]=[CH:25][N:24]=3)[C:17]=2[CH:18]=1, predict the reactants needed to synthesize it. The reactants are: [OH-].[Na+].C1COCC1.[F:8][C:9]([F:37])([F:36])[C:10]1[CH:11]=[C:12]([CH:33]=[CH:34][CH:35]=1)[CH2:13][C:14]1[S:15][C:16]2[CH:22]=[CH:21][CH:20]=[C:19]([C:23]3[CH:28]=[C:27]([C:29]([O:31]C)=[O:30])[CH:26]=[CH:25][N:24]=3)[C:17]=2[CH:18]=1.Cl. (3) Given the product [CH2:1]([O:3][C:4]([C:6]1[C:10]2[N:11]=[CH:12][N:13]=[C:14]([C:22]3[CH:23]=[CH:24][C:25]([F:27])=[CH:26][C:21]=3[O:20][CH2:19][CH:16]3[CH2:17][CH2:18]3)[C:9]=2[NH:8][CH:7]=1)=[O:5])[CH3:2], predict the reactants needed to synthesize it. The reactants are: [CH2:1]([O:3][C:4]([C:6]1[C:10]2[N:11]=[CH:12][N:13]=[C:14](Cl)[C:9]=2[NH:8][CH:7]=1)=[O:5])[CH3:2].[CH:16]1([CH2:19][O:20][C:21]2[CH:26]=[C:25]([F:27])[CH:24]=[CH:23][C:22]=2B2OC(C)(C)C(C)(C)O2)[CH2:18][CH2:17]1. (4) Given the product [CH3:1][C:2]1[N:7]=[C:6]([C:8](=[O:21])[C:9]([C:11]2[CH:12]=[CH:13][C:14]([O:17][CH3:18])=[CH:15][CH:16]=2)=[O:10])[CH:5]=[CH:4][CH:3]=1, predict the reactants needed to synthesize it. The reactants are: [CH3:1][C:2]1[N:7]=[C:6]([CH2:8][C:9]([C:11]2[CH:16]=[CH:15][C:14]([O:17][CH3:18])=[CH:13][CH:12]=2)=[O:10])[CH:5]=[CH:4][CH:3]=1.Br.C(=O)(O)[O-:21].[Na+]. (5) Given the product [F:27][C:28]1[CH:33]=[CH:32][C:31]([F:34])=[CH:30][C:29]=1[CH:35]1[CH2:44][CH:43]([OH:45])[C:42]2[C:37](=[CH:38][CH:39]=[C:40]([O:46][C:7]3[CH:6]=[CH:5][C:4]([N+:1]([O-:3])=[O:2])=[CH:9][N:8]=3)[CH:41]=2)[O:36]1, predict the reactants needed to synthesize it. The reactants are: [N+:1]([C:4]1[CH:5]=[CH:6][C:7](OC2C=C3C(=CC=2)OC(C2C=CC=CC=2)CC3)=[N:8][CH:9]=1)([O-:3])=[O:2].[F:27][C:28]1[CH:33]=[CH:32][C:31]([F:34])=[CH:30][C:29]=1[CH:35]1[CH2:44][CH:43]([OH:45])[C:42]2[C:37](=[CH:38][CH:39]=[C:40]([OH:46])[CH:41]=2)[O:36]1. (6) Given the product [Cl:1][C:2]1[C:3]([CH3:24])=[C:4]([C:21](=[O:23])[CH3:22])[C:5]([O:20][CH2:32][CH2:31][C:26]2[CH:27]=[CH:28][CH:29]=[CH:30][N:25]=2)=[C:6]([CH2:10][CH2:11][CH2:12][CH2:13][C:14]2[CH:15]=[CH:16][CH:17]=[CH:18][CH:19]=2)[C:7]=1[O:8][CH3:9], predict the reactants needed to synthesize it. The reactants are: [Cl:1][C:2]1[C:3]([CH3:24])=[C:4]([C:21](=[O:23])[CH3:22])[C:5]([OH:20])=[C:6]([CH2:10][CH2:11][CH2:12][CH2:13][C:14]2[CH:19]=[CH:18][CH:17]=[CH:16][CH:15]=2)[C:7]=1[O:8][CH3:9].[N:25]1[CH:30]=[CH:29][CH:28]=[CH:27][C:26]=1[CH2:31][CH2:32]OS(C(F)(F)F)(=O)=O. (7) Given the product [Cl:1][C:2]1[CH:3]=[CH:4][C:5]([C:25]#[N:26])=[C:6]([C:8]2[C:13]([O:14][CH3:15])=[CH:12][N:11]([CH:16]([CH2:33][CH:34]3[CH2:39][CH2:38][CH2:37][O:36][CH2:35]3)[C:17]([O:19][C:20]([CH3:21])([CH3:22])[CH3:23])=[O:18])[C:10](=[O:24])[CH:9]=2)[CH:7]=1, predict the reactants needed to synthesize it. The reactants are: [Cl:1][C:2]1[CH:3]=[CH:4][C:5]([C:25]#[N:26])=[C:6]([C:8]2[C:13]([O:14][CH3:15])=[CH:12][N:11]([CH2:16][C:17]([O:19][C:20]([CH3:23])([CH3:22])[CH3:21])=[O:18])[C:10](=[O:24])[CH:9]=2)[CH:7]=1.FC(F)(F)S(O[CH2:33][CH:34]1[CH2:39][CH2:38][CH2:37][O:36][CH2:35]1)(=O)=O. (8) Given the product [CH2:44]([O:43][C:41](=[O:42])[N:25]([CH:15]([C:12]1[CH:13]=[CH:14][C:9]([O:8][CH2:1][C:2]2[CH:3]=[CH:4][CH:5]=[CH:6][CH:7]=2)=[C:10]([O:32][CH3:33])[CH:11]=1)[CH2:16][C:17]1[CH:22]=[CH:21][CH:20]=[CH:19][CH:18]=1)[CH2:26][CH:27]([O:28][CH3:29])[O:30][CH3:31])[CH3:45], predict the reactants needed to synthesize it. The reactants are: [CH2:1]([O:8][C:9]1[CH:14]=[CH:13][C:12]([CH:15]([NH:25][CH2:26][CH:27]([O:30][CH3:31])[O:28][CH3:29])[CH2:16][C:17]2[CH:22]=[CH:21][CH:20]=[C:19](OC)[CH:18]=2)=[CH:11][C:10]=1[O:32][CH3:33])[C:2]1[CH:7]=[CH:6][CH:5]=[CH:4][CH:3]=1.C(=O)([O-])[O-].[K+].[K+].Cl[C:41]([O:43][CH2:44][CH3:45])=[O:42].C(OCC)(=O)C.CCCCCC. (9) Given the product [Cl:16][C:17]1[N:22]=[C:21]([N:3]2[CH2:4][C@H:5]3[N:8]([C:9]([O:11][C:12]([CH3:15])([CH3:14])[CH3:13])=[O:10])[C@H:1]([CH2:7][CH2:6]3)[CH2:2]2)[CH:20]=[CH:19][N:18]=1, predict the reactants needed to synthesize it. The reactants are: [C@@H:1]12[N:8]([C:9]([O:11][C:12]([CH3:15])([CH3:14])[CH3:13])=[O:10])[C@@H:5]([CH2:6][CH2:7]1)[CH2:4][NH:3][CH2:2]2.[Cl:16][C:17]1[N:22]=[C:21](Cl)[CH:20]=[CH:19][N:18]=1.